From a dataset of Catalyst prediction with 721,799 reactions and 888 catalyst types from USPTO. Predict which catalyst facilitates the given reaction. (1) Reactant: [Br:1][C:2]1[CH:3]=[C:4]([C:9](=O)[CH3:10])[CH:5]=[CH:6][C:7]=1[F:8].C([SiH](CC)CC)C. Product: [Br:1][C:2]1[CH:3]=[C:4]([CH2:9][CH3:10])[CH:5]=[CH:6][C:7]=1[F:8]. The catalyst class is: 67. (2) The catalyst class is: 89. Reactant: C(OC([N:8]1[C:16]2[C:11](=[CH:12][C:13]([C:25]#[N:26])=[C:14]([CH2:17][C:18]3[CH:23]=[CH:22][C:21]([F:24])=[CH:20][CH:19]=3)[CH:15]=2)[C:10]([CH3:28])([CH3:27])[CH2:9]1)=O)(C)(C)C. Product: [F:24][C:21]1[CH:22]=[CH:23][C:18]([CH2:17][C:14]2[CH:15]=[C:16]3[C:11]([C:10]([CH3:28])([CH3:27])[CH2:9][NH:8]3)=[CH:12][C:13]=2[C:25]#[N:26])=[CH:19][CH:20]=1. (3) Reactant: [OH:1][C:2]1[CH:7]=[C:6]([CH3:8])[C:5]([C:9]2[N:10]=[C:11]([NH:14][C:15](=[O:22])[C:16]3[CH:21]=[CH:20][N:19]=[CH:18][CH:17]=3)[S:12][CH:13]=2)=[C:4]([CH3:23])[CH:3]=1.C(=O)([O-])[O-].[Cs+].[Cs+].Br[C:31]1[CH:32]=[CH:33][C:34]([NH:37][CH2:38][CH2:39][O:40][CH3:41])=[N:35][CH:36]=1. Product: [CH3:41][O:40][CH2:39][CH2:38][NH:37][C:34]1[N:35]=[CH:36][C:31]([O:1][C:2]2[CH:3]=[C:4]([CH3:23])[C:5]([C:9]3[N:10]=[C:11]([NH:14][C:15](=[O:22])[C:16]4[CH:21]=[CH:20][N:19]=[CH:18][CH:17]=4)[S:12][CH:13]=3)=[C:6]([CH3:8])[CH:7]=2)=[CH:32][CH:33]=1. The catalyst class is: 3. (4) Reactant: [C:1]([O:5][C:6]([NH:8][C:9]1([C:12]([NH:14][C@:15]23[CH2:50][CH2:49][C@@H:48]([C:51]([CH3:53])=[CH2:52])[C@@H:16]2[C@@H:17]2[C@@:30]([CH3:33])([CH2:31][CH2:32]3)[C@@:29]3([CH3:34])[C@@H:20]([C@:21]4([CH3:47])[C@@H:26]([CH2:27][CH2:28]3)[C:25]([CH3:36])([CH3:35])[C:24]([C:37]3[CH:46]=[CH:45][C:40]([C:41]([O:43]C)=[O:42])=[CH:39][CH:38]=3)=[CH:23][CH2:22]4)[CH2:19][CH2:18]2)=[O:13])[CH2:11][CH2:10]1)=[O:7])([CH3:4])([CH3:3])[CH3:2].O.[OH-].[Li+]. Product: [C:1]([O:5][C:6]([NH:8][C:9]1([C:12]([NH:14][C@:15]23[CH2:50][CH2:49][C@@H:48]([C:51]([CH3:53])=[CH2:52])[C@@H:16]2[C@@H:17]2[C@@:30]([CH3:33])([CH2:31][CH2:32]3)[C@@:29]3([CH3:34])[C@@H:20]([C@:21]4([CH3:47])[C@@H:26]([CH2:27][CH2:28]3)[C:25]([CH3:36])([CH3:35])[C:24]([C:37]3[CH:46]=[CH:45][C:40]([C:41]([OH:43])=[O:42])=[CH:39][CH:38]=3)=[CH:23][CH2:22]4)[CH2:19][CH2:18]2)=[O:13])[CH2:11][CH2:10]1)=[O:7])([CH3:2])([CH3:3])[CH3:4]. The catalyst class is: 20.